This data is from Catalyst prediction with 721,799 reactions and 888 catalyst types from USPTO. The task is: Predict which catalyst facilitates the given reaction. Reactant: [CH:1]1([N:5]2[C:12](=[O:13])[CH2:11][CH2:10][C@H:6]2[C:7]([OH:9])=O)[CH2:4][CH2:3][CH2:2]1.Cl.CN(C)CCCN=C=NCC.ON1C2C=CC=CC=2N=N1.C(N1CCOCC1)C.[Cl:44][C:45]1[C:50]([C:51]([F:54])([F:53])[F:52])=[CH:49][CH:48]=[CH:47][C:46]=1[CH2:55][NH2:56].C(=O)([O-])O.[Na+]. Product: [Cl:44][C:45]1[C:50]([C:51]([F:53])([F:54])[F:52])=[CH:49][CH:48]=[CH:47][C:46]=1[CH2:55][NH:56][C:7](=[O:9])[C@@H:6]1[CH2:10][CH2:11][C:12](=[O:13])[N:5]1[CH:1]1[CH2:2][CH2:3][CH2:4]1. The catalyst class is: 4.